The task is: Predict the product of the given reaction.. This data is from Forward reaction prediction with 1.9M reactions from USPTO patents (1976-2016). Given the reactants [CH3:1][C:2]1([CH3:14])[O:6][B:5]([C:7]2[CH:8]=[N:9][NH:10][CH:11]=2)[O:4][C:3]1([CH3:13])[CH3:12].[H-].[Na+].[CH3:17][Si:18]([CH2:21][CH2:22][O:23][CH2:24]Cl)([CH3:20])[CH3:19], predict the reaction product. The product is: [CH3:12][C:3]1([CH3:13])[C:2]([CH3:14])([CH3:1])[O:6][B:5]([C:7]2[CH:8]=[N:9][N:10]([CH2:24][O:23][CH2:22][CH2:21][Si:18]([CH3:20])([CH3:19])[CH3:17])[CH:11]=2)[O:4]1.